From a dataset of Choline transporter screen with 302,306 compounds. Binary Classification. Given a drug SMILES string, predict its activity (active/inactive) in a high-throughput screening assay against a specified biological target. (1) The molecule is O=c1[nH]c2c(nc1Cc1ccc([N+]([O-])=O)cc1)cccc2. The result is 0 (inactive). (2) The molecule is O1C(C(=O)N(c2c1ccc(c2)C(=O)Nc1ccc(cc1)C)CC(=O)NC(C)C)(C)C. The result is 0 (inactive). (3) The compound is O(c1c2c(oc(=O)cc2C)cc(c1)C)CC(=O)NCc1cccnc1. The result is 0 (inactive). (4) The molecule is Fc1cc2C(=O)N3C(C(C4C3c3c(OC4)ccc(OC)c3)c3ccccc3)(C)C(=O)Nc2cc1F. The result is 0 (inactive). (5) The molecule is S1C(C(=O)Nc2c(C(=O)NCCCN3CCN(CC3)CCC)cccc2)=C(OCC1)C. The result is 0 (inactive). (6) The drug is S(CC(=O)N(CC)CC)c1nc(cc(c1C#N)C)C. The result is 0 (inactive). (7) The drug is S(=O)(=O)(N1CCOCC1)c1cc(NC(=O)COC(=O)CCc2sc3c(n2)cccc3)ccc1. The result is 0 (inactive). (8) The molecule is Clc1n(c(nc1)COc1c([N+]([O-])=O)ccc(c1)C)C. The result is 0 (inactive).